Task: Predict the product of the given reaction.. Dataset: Forward reaction prediction with 1.9M reactions from USPTO patents (1976-2016) (1) Given the reactants [NH2:1][C:2]1[N:11]=[C:10]([NH2:12])[C:9]2[C:4](=[N:5][CH:6]=[C:7]([CH2:13][N:14]([CH3:88])[C:15]3[CH:20]=[CH:19][C:18]([C:21]([NH:23][C@@H:24]([CH2:32][CH2:33][C:34](=[O:87])[NH:35][CH2:36][CH2:37][O:38][CH2:39][CH2:40][O:41][CH2:42][CH2:43][O:44][CH2:45][CH2:46][O:47][CH2:48][CH2:49][O:50][CH2:51][CH2:52][NH:53][C:54](=[O:86])[CH2:55][O:56][C:57]4[CH:62]=[CH:61][C:60]([C:63]5[NH:67][N:66]=[C:65]6[C:68]7[CH:69]=[CH:70][CH:71]=[C:72]([NH:76][C:77]([NH:79][N:80]8[CH2:85][CH2:84][O:83][CH2:82][CH2:81]8)=[O:78])[C:73]=7[C:74](=[O:75])[C:64]=56)=[CH:59][CH:58]=4)[C:25]([O:27]C(C)(C)C)=[O:26])=[O:22])=[CH:17][CH:16]=3)[N:8]=2)[N:3]=1.C(O)(C(F)(F)F)=O.S(C)C, predict the reaction product. The product is: [NH2:1][C:2]1[N:11]=[C:10]([NH2:12])[C:9]2[C:4](=[N:5][CH:6]=[C:7]([CH2:13][N:14]([CH3:88])[C:15]3[CH:16]=[CH:17][C:18]([C:21]([NH:23][C@@H:24]([CH2:32][CH2:33][C:34](=[O:87])[NH:35][CH2:36][CH2:37][O:38][CH2:39][CH2:40][O:41][CH2:42][CH2:43][O:44][CH2:45][CH2:46][O:47][CH2:48][CH2:49][O:50][CH2:51][CH2:52][NH:53][C:54](=[O:86])[CH2:55][O:56][C:57]4[CH:62]=[CH:61][C:60]([C:63]5[NH:67][N:66]=[C:65]6[C:68]7[CH:69]=[CH:70][CH:71]=[C:72]([NH:76][C:77]([NH:79][N:80]8[CH2:85][CH2:84][O:83][CH2:82][CH2:81]8)=[O:78])[C:73]=7[C:74](=[O:75])[C:64]=56)=[CH:59][CH:58]=4)[C:25]([OH:27])=[O:26])=[O:22])=[CH:19][CH:20]=3)[N:8]=2)[N:3]=1. (2) Given the reactants [C:1]([O:5][C:6](=[O:40])[NH:7][C:8]([C:10]1[S:11][C:12]([S:38][CH3:39])=[C:13]([S:15]([C:18]2[CH:19]=[C:20]([C:24]3[C:29]([CH3:30])=[CH:28][CH:27]=[CH:26][C:25]=3[NH:31][C:32]([NH:34][CH2:35][CH2:36][NH2:37])=[O:33])[CH:21]=[CH:22][CH:23]=2)(=[O:17])=[O:16])[CH:14]=1)=[NH:9])([CH3:4])([CH3:3])[CH3:2].[N:41]([CH2:44][C:45]([O:47][CH2:48]C)=[O:46])=[C:42]=[O:43], predict the reaction product. The product is: [CH3:48][O:47][C:45](=[O:46])[CH2:44][NH:41][C:42]([NH:37][CH2:36][CH2:35][NH:34][C:32]([NH:31][C:25]1[CH:26]=[CH:27][CH:28]=[C:29]([CH3:30])[C:24]=1[C:20]1[CH:21]=[CH:22][CH:23]=[C:18]([S:15]([C:13]2[CH:14]=[C:10]([C:8]([NH:7][C:6]([O:5][C:1]([CH3:3])([CH3:4])[CH3:2])=[O:40])=[NH:9])[S:11][C:12]=2[S:38][CH3:39])(=[O:16])=[O:17])[CH:19]=1)=[O:33])=[O:43]. (3) The product is: [F:1][C:2]1[CH:7]=[CH:6][C:5]([F:8])=[CH:4][C:3]=1[CH:9]([S:20]([C:21]1[CH:22]=[CH:23][C:24]([F:27])=[CH:25][CH:26]=1)=[O:32])[C:10]1[C:11]([CH3:19])=[CH:12][C:13]([C:16]([N:30]([CH3:31])[CH3:29])=[O:17])=[N:14][CH:15]=1. Given the reactants [F:1][C:2]1[CH:7]=[CH:6][C:5]([F:8])=[CH:4][C:3]=1[CH:9]([S:20][C:21]1[CH:26]=[CH:25][C:24]([F:27])=[CH:23][CH:22]=1)[C:10]1[C:11]([CH3:19])=[CH:12][C:13]([C:16](O)=[O:17])=[N:14][CH:15]=1.Cl.[CH3:29][NH:30][CH3:31].[OH:32]N1C2C=CC=CC=2N=N1.CN1CCOCC1.Cl.C(N=C=NCCCN(C)C)C.ClC1C=CC=C(C(OO)=O)C=1, predict the reaction product. (4) Given the reactants C([Mg]CCCC)CCC.C([Li])CCC.Br[C:16]1[CH:17]=[C:18]2[C:22](=[CH:23][CH:24]=1)[N:21]([CH3:25])[CH:20]=[C:19]2[CH2:26][CH2:27][CH2:28][O:29][CH3:30].CN1CCOCC1.[CH:38]([CH:40]([CH:56]([CH3:58])[CH3:57])[CH2:41][CH:42]1[CH2:46][O:45][C:44]([CH3:48])([CH3:47])[N:43]1[C:49]([O:51][C:52]([CH3:55])([CH3:54])[CH3:53])=[O:50])=[O:39], predict the reaction product. The product is: [OH:39][CH:38]([C:16]1[CH:17]=[C:18]2[C:22](=[CH:23][CH:24]=1)[N:21]([CH3:25])[CH:20]=[C:19]2[CH2:26][CH2:27][CH2:28][O:29][CH3:30])[CH:40]([CH:56]([CH3:58])[CH3:57])[CH2:41][CH:42]1[CH2:46][O:45][C:44]([CH3:48])([CH3:47])[N:43]1[C:49]([O:51][C:52]([CH3:55])([CH3:54])[CH3:53])=[O:50]. (5) Given the reactants [F:1][C:2]1[C:3](I)=[CH:4][C:5]([O:8][CH3:9])=[N:6][CH:7]=1.[Cl:11][C:12]1[CH:13]=[CH:14][C:15]([N:45]2[CH:49]=[C:48]([C:50]([F:53])([F:52])[F:51])[N:47]=[N:46]2)=[C:16]([C:18]2[N:19]=[CH:20][N:21]([C@@H:25]3[C:41]4[CH:42]=[C:37]([CH:38]=[CH:39][N:40]=4)[C:36]4[NH:35][N:34]=[CH:33][C:32]=4[NH:31][C:30](=[O:43])[C@H:29]([CH3:44])[CH2:28][CH2:27][CH2:26]3)[C:22](=[O:24])[CH:23]=2)[CH:17]=1, predict the reaction product. The product is: [Cl:11][C:12]1[CH:13]=[CH:14][C:15]([N:45]2[CH:49]=[C:48]([C:50]([F:52])([F:51])[F:53])[N:47]=[N:46]2)=[C:16]([C:18]2[N:19]=[CH:20][N:21]([C@@H:25]3[C:41]4[CH:42]=[C:37]([CH:38]=[CH:39][N:40]=4)[C:36]4[C:32](=[CH:33][N:34]([C:3]5[C:2]([F:1])=[CH:7][N:6]=[C:5]([O:8][CH3:9])[CH:4]=5)[N:35]=4)[NH:31][C:30](=[O:43])[C@H:29]([CH3:44])[CH2:28][CH2:27][CH2:26]3)[C:22](=[O:24])[CH:23]=2)[CH:17]=1. (6) Given the reactants C(O)(=O)C.[C:5]([C:8]1[CH:13]=[CH:12][C:11]([NH:14][C@@H:15]([C:32]2[N:36]=[C:35]([O:37][CH2:38][O:39][C:40]([O:42][CH:43]([CH3:45])[CH3:44])=[O:41])[N:34]([C:46]3[N:51]=[CH:50][CH:49]=[CH:48][N:47]=3)[N:33]=2)[C:16]2[C:17]([F:31])=[C:18]([CH:26]=[C:27]([O:29][CH3:30])[CH:28]=2)[O:19][CH2:20][CH2:21][O:22][C:23](=[O:25])[CH3:24])=[CH:10][CH:9]=1)(=[NH:7])[NH2:6].CN(C=O)C.[N+](C1C=CC([O:66][C:67](=O)[O:68][CH2:69][CH:70]([CH3:72])[CH3:71])=CC=1)([O-])=O.C(N(CC)CC)C, predict the reaction product. The product is: [NH2:7][C:5](=[N:6][C:67]([O:68][CH2:69][CH:70]([CH3:72])[CH3:71])=[O:66])[C:8]1[CH:9]=[CH:10][C:11]([NH:14][C@@H:15]([C:32]2[N:36]=[C:35]([O:37][CH2:38][O:39][C:40]([O:42][CH:43]([CH3:45])[CH3:44])=[O:41])[N:34]([C:46]3[N:47]=[CH:48][CH:49]=[CH:50][N:51]=3)[N:33]=2)[C:16]2[C:17]([F:31])=[C:18]([CH:26]=[C:27]([O:29][CH3:30])[CH:28]=2)[O:19][CH2:20][CH2:21][O:22][C:23](=[O:25])[CH3:24])=[CH:12][CH:13]=1. (7) Given the reactants Br[C:2]1[CH:7]=[CH:6][CH:5]=[C:4]([CH3:8])[N:3]=1.CN(C1C(C2C(P(C3CCCCC3)C3CCCCC3)=CC=CC=2)=CC=CC=1)C.CC(C)([O-])C.[Na+].[C:43]([N:46]1[C:55]2[C:50](=[CH:51][C:52]([C:56]([NH:58][CH3:59])=[O:57])=[CH:53][CH:54]=2)[CH:49]([NH2:60])[CH:48]([CH3:61])[CH:47]1[CH2:62][CH3:63])(=[O:45])[CH3:44], predict the reaction product. The product is: [C:43]([N:46]1[C:55]2[C:50](=[CH:51][C:52]([C:56]([NH:58][CH3:59])=[O:57])=[CH:53][CH:54]=2)[CH:49]([NH:60][C:2]2[CH:7]=[CH:6][CH:5]=[C:4]([CH3:8])[N:3]=2)[CH:48]([CH3:61])[CH:47]1[CH2:62][CH3:63])(=[O:45])[CH3:44]. (8) Given the reactants [CH3:1][O:2][C:3]1[CH:8]=[CH:7][C:6]([C:9]([F:12])([F:11])[F:10])=[CH:5][C:4]=1[C:13]1[C:14]2[N:15]([N:19]=[C:20]([NH2:22])[N:21]=2)[CH:16]=[CH:17][CH:18]=1.[CH:23]1([C:26](Cl)=[O:27])[CH2:25][CH2:24]1, predict the reaction product. The product is: [CH3:1][O:2][C:3]1[CH:8]=[CH:7][C:6]([C:9]([F:11])([F:12])[F:10])=[CH:5][C:4]=1[C:13]1[C:14]2[N:15]([N:19]=[C:20]([NH:22][C:26]([CH:23]3[CH2:25][CH2:24]3)=[O:27])[N:21]=2)[CH:16]=[CH:17][CH:18]=1.